Dataset: Catalyst prediction with 721,799 reactions and 888 catalyst types from USPTO. Task: Predict which catalyst facilitates the given reaction. (1) Reactant: [N:1]1[CH:6]=[CH:5][CH:4]=[C:3]([CH2:7][C:8](Cl)=[O:9])[CH:2]=1.[CH:11]1([NH:17][C:18]2[N:23]3[N:24]=[C:25]([NH2:27])[N:26]=[C:22]3[CH:21]=[CH:20][CH:19]=2)[CH2:16][CH2:15][CH2:14][CH2:13][CH2:12]1.N1C=CC=CC=1.CCOCC. Product: [CH:11]1([NH:17][C:18]2[N:23]3[N:24]=[C:25]([NH:27][C:8](=[O:9])[CH2:7][C:3]4[CH:2]=[N:1][CH:6]=[CH:5][CH:4]=4)[N:26]=[C:22]3[CH:21]=[CH:20][CH:19]=2)[CH2:12][CH2:13][CH2:14][CH2:15][CH2:16]1. The catalyst class is: 34. (2) Reactant: O[CH2:2][CH2:3][NH:4][S:5]([C:8]1[CH:13]=[CH:12][C:11]([C:14]2[C:15]3[C:16]4[CH:29]=[CH:28][S:27][C:17]=4[C:18](=[O:26])[NH:19][C:20]=3[CH:21]=[CH:22][C:23]=2[O:24][CH3:25])=[CH:10][CH:9]=1)(=[O:7])=[O:6].CCN(S(F)(F)[F:36])CC. The catalyst class is: 168. Product: [F:36][CH2:2][CH2:3][NH:4][S:5]([C:8]1[CH:13]=[CH:12][C:11]([C:14]2[C:15]3[C:16]4[CH:29]=[CH:28][S:27][C:17]=4[C:18](=[O:26])[NH:19][C:20]=3[CH:21]=[CH:22][C:23]=2[O:24][CH3:25])=[CH:10][CH:9]=1)(=[O:7])=[O:6]. (3) Reactant: [CH3:1][N:2]([CH3:39])[C:3](=[O:38])[CH2:4][O:5][C:6]1[CH:7]=[C:8]([N:12]2[C:16]3[N:17]=[C:18]([C:22]4[CH:27]=[CH:26][C:25]([O:28][CH3:29])=[C:24]([F:30])[CH:23]=4)[N:19]=[C:20]([CH3:21])[C:15]=3[C:14]([S:31][CH2:32]CC(OC)=O)=[CH:13]2)[CH:9]=[CH:10][CH:11]=1.CC([O-])(C)C.[K+].C([O-])([O-])=O.[K+].[K+].CI. Product: [F:30][C:24]1[CH:23]=[C:22]([C:18]2[N:19]=[C:20]([CH3:21])[C:15]3[C:14]([S:31][CH3:32])=[CH:13][N:12]([C:8]4[CH:7]=[C:6]([CH:11]=[CH:10][CH:9]=4)[O:5][CH2:4][C:3]([N:2]([CH3:1])[CH3:39])=[O:38])[C:16]=3[N:17]=2)[CH:27]=[CH:26][C:25]=1[O:28][CH3:29]. The catalyst class is: 20. (4) Reactant: [F:1][C:2]1[CH:7]=[CH:6][C:5]([C:8]2[CH:9]=[CH:10][C:11]3[N:12]([N:14]=[CH:15][C:16]=3[C:17]3[CH:22]=[CH:21][N:20]=[C:19](SC)[N:18]=3)[N:13]=2)=[CH:4][CH:3]=1.OOS([O-])=O.[K+].CC(O)C.[CH3:35][O:36][C:37]1[CH:43]=[CH:42][C:40]([NH2:41])=[CH:39][CH:38]=1. Product: [F:1][C:2]1[CH:7]=[CH:6][C:5]([C:8]2[CH:9]=[CH:10][C:11]3[N:12]([N:14]=[CH:15][C:16]=3[C:17]3[CH:22]=[CH:21][N:20]=[C:19]([NH:41][C:40]4[CH:42]=[CH:43][C:37]([O:36][CH3:35])=[CH:38][CH:39]=4)[N:18]=3)[N:13]=2)=[CH:4][CH:3]=1. The catalyst class is: 24. (5) The catalyst class is: 29. Reactant: C([N:8]1[CH2:13][CH2:12][CH:11]([NH:14][C:15](=[O:21])[O:16][C:17]([CH3:20])([CH3:19])[CH3:18])[CH2:10][CH2:9]1)C1C=CC=CC=1. Product: [NH:8]1[CH2:9][CH2:10][CH:11]([NH:14][C:15](=[O:21])[O:16][C:17]([CH3:19])([CH3:18])[CH3:20])[CH2:12][CH2:13]1. (6) Reactant: [P:1]([Cl:5])(Cl)([Cl:3])=[O:2].N1C2C=C[CH:12]=[C:11]([OH:16])[C:10]=2[CH:9]=[CH:8]C=1.C([N:19]([CH2:22][CH3:23])[CH2:20][CH3:21])C. Product: [P:1]([Cl:5])([Cl:3])(=[O:2])[O:16][C:11]1[CH:10]=[C:9]2[C:20](=[CH:21][CH:12]=1)[N:19]=[CH:22][CH:23]=[CH:8]2. The catalyst class is: 1. (7) Reactant: [C:1]([C:3]1[CH:27]=[C:26]([CH3:28])[C:6]([O:7][C:8]2[C:13]([N+:14]([O-])=O)=[CH:12][N:11]=[C:10]([NH:17][C:18]3[CH:25]=[CH:24][C:21]([C:22]#[N:23])=[CH:20][CH:19]=3)[N:9]=2)=[C:5]([CH3:29])[CH:4]=1)#[N:2]. Product: [NH2:14][C:13]1[C:8]([O:7][C:6]2[C:26]([CH3:28])=[CH:27][C:3]([C:1]#[N:2])=[CH:4][C:5]=2[CH3:29])=[N:9][C:10]([NH:17][C:18]2[CH:25]=[CH:24][C:21]([C:22]#[N:23])=[CH:20][CH:19]=2)=[N:11][CH:12]=1. The catalyst class is: 312.